This data is from Forward reaction prediction with 1.9M reactions from USPTO patents (1976-2016). The task is: Predict the product of the given reaction. Given the reactants [OH-].[Li+].[CH3:3][O:4][C:5]1[CH:10]=[CH:9][C:8]([C:11]2[CH:16]=[CH:15][C:14]([C:17]([NH:19][C:20]3([C:28]([O:30]C)=[O:29])[CH2:27][CH2:26][CH2:25][CH2:24][CH2:23][CH2:22][CH2:21]3)=[O:18])=[C:13]([NH:32][C:33]([NH:35][C:36]3[C:41]([CH3:42])=[CH:40][C:39]([CH3:43])=[CH:38][C:37]=3[CH3:44])=[O:34])[CH:12]=2)=[CH:7][CH:6]=1.CO.O, predict the reaction product. The product is: [CH3:3][O:4][C:5]1[CH:6]=[CH:7][C:8]([C:11]2[CH:16]=[CH:15][C:14]([C:17]([NH:19][C:20]3([C:28]([OH:30])=[O:29])[CH2:21][CH2:22][CH2:23][CH2:24][CH2:25][CH2:26][CH2:27]3)=[O:18])=[C:13]([NH:32][C:33]([NH:35][C:36]3[C:41]([CH3:42])=[CH:40][C:39]([CH3:43])=[CH:38][C:37]=3[CH3:44])=[O:34])[CH:12]=2)=[CH:9][CH:10]=1.